Dataset: Reaction yield outcomes from USPTO patents with 853,638 reactions. Task: Predict the reaction yield, written as a fraction of the theoretical maximum amount of product (1.0 means a 100% yield; for example, 0.34 means a 34% yield). (1) The reactants are [C:1]([C:5]1[CH:10]=[CH:9][C:8]([S:11]([N:14]([CH:16]([C:18]2[N:27]([C:28]3[CH:33]=[CH:32][C:31]([OH:34])=[CH:30][CH:29]=3)[C:26](=[O:35])[C:25]3[C:20](=[CH:21][CH:22]=[CH:23][CH:24]=3)[N:19]=2)[CH3:17])[CH3:15])(=[O:13])=[O:12])=[CH:7][CH:6]=1)([CH3:4])([CH3:3])[CH3:2].C1(P(C2C=CC=CC=2)C2C=CC=CC=2)C=CC=CC=1.N(C(OC(C)C)=O)=NC(OC(C)C)=O.[CH2:69](O)[C:70]1[CH:75]=[CH:74][CH:73]=[CH:72][CH:71]=1. The catalyst is C1COCC1. The product is [CH2:69]([O:34][C:31]1[CH:32]=[CH:33][C:28]([N:27]2[C:26](=[O:35])[C:25]3[C:20](=[CH:21][CH:22]=[CH:23][CH:24]=3)[N:19]=[C:18]2[CH:16]([N:14]([CH3:15])[S:11]([C:8]2[CH:9]=[CH:10][C:5]([C:1]([CH3:2])([CH3:3])[CH3:4])=[CH:6][CH:7]=2)(=[O:12])=[O:13])[CH3:17])=[CH:29][CH:30]=1)[C:70]1[CH:75]=[CH:74][CH:73]=[CH:72][CH:71]=1. The yield is 0.800. (2) The reactants are [C:1]12([CH2:11][OH:12])[CH2:10][CH:5]3[CH2:6][CH:7]([CH2:9][CH:3]([CH2:4]3)[CH2:2]1)[CH2:8]2.[Br:13][C:14]([F:19])([F:18])[C:15](Cl)=[O:16].C(N(CC)CC)C. The catalyst is C(OCC)C. The product is [C:1]12([CH2:11][O:12][C:15](=[O:16])[C:14]([Br:13])([F:19])[F:18])[CH2:8][CH:7]3[CH2:6][CH:5]([CH2:4][CH:3]([CH2:9]3)[CH2:2]1)[CH2:10]2. The yield is 0.950.